This data is from CYP2C9 inhibition data for predicting drug metabolism from PubChem BioAssay. The task is: Regression/Classification. Given a drug SMILES string, predict its absorption, distribution, metabolism, or excretion properties. Task type varies by dataset: regression for continuous measurements (e.g., permeability, clearance, half-life) or binary classification for categorical outcomes (e.g., BBB penetration, CYP inhibition). Dataset: cyp2c9_veith. (1) The compound is N#Cc1c(Cl)nc(SCc2ccccc2)nc1-c1ccccc1. The result is 1 (inhibitor). (2) The result is 1 (inhibitor). The compound is COc1cccc(C(CC(=O)Nc2cccc3ccccc23)NC(=O)c2ccccc2)c1.